Dataset: Full USPTO retrosynthesis dataset with 1.9M reactions from patents (1976-2016). Task: Predict the reactants needed to synthesize the given product. (1) Given the product [CH2:14]([N:11]1[CH2:12][CH2:13][NH:8][C@@H:9]([CH2:21][CH:22]=[CH:23][C:24]2[CH:29]=[CH:28][CH:27]=[CH:26][CH:25]=2)[CH2:10]1)[C:15]1[CH:16]=[CH:17][CH:18]=[CH:19][CH:20]=1, predict the reactants needed to synthesize it. The reactants are: C(OC([N:8]1[CH2:13][CH2:12][N:11]([CH2:14][C:15]2[CH:20]=[CH:19][CH:18]=[CH:17][CH:16]=2)[CH2:10][C@@H:9]1[CH2:21][CH:22]=[CH:23][C:24]1[CH:29]=[CH:28][CH:27]=[CH:26][CH:25]=1)=O)(C)(C)C.FC(F)(F)C(O)=O.C(Cl)Cl.[OH-].[Na+]. (2) Given the product [CH3:4][CH:5]([CH2:11][CH:12]=[O:1])[C:6]([O:8][CH2:9][CH3:10])=[O:7], predict the reactants needed to synthesize it. The reactants are: [O:1]=[O+][O-].[CH3:4][CH:5]([CH2:11][CH:12]=C)[C:6]([O:8][CH2:9][CH3:10])=[O:7].C1(P(C2C=CC=CC=2)C2C=CC=CC=2)C=CC=CC=1. (3) Given the product [CH3:28][O:27][C:23]1[CH:22]=[C:20]([NH:21][C:2]2[CH:7]=[N:6][CH:5]=[C:4]([O:8][C:9]3[CH:14]=[CH:13][CH:12]=[CH:11][C:10]=3[F:15])[N:3]=2)[CH:19]=[C:18]([O:17][CH3:16])[C:24]=1[O:25][CH3:26], predict the reactants needed to synthesize it. The reactants are: Cl[C:2]1[CH:7]=[N:6][CH:5]=[C:4]([O:8][C:9]2[CH:14]=[CH:13][CH:12]=[CH:11][C:10]=2[F:15])[N:3]=1.[CH3:16][O:17][C:18]1[CH:19]=[C:20]([CH:22]=[C:23]([O:27][CH3:28])[C:24]=1[O:25][CH3:26])[NH2:21]. (4) Given the product [Cl:24][C:23]1[C:18]([O:1][C:2]2[CH:9]=[C:8]([O:10][CH2:11][CH2:12][O:13][CH3:14])[CH:7]=[CH:6][C:3]=2[CH:4]=[O:5])=[N:19][CH:20]=[C:21]([C:25]([F:27])([F:26])[F:28])[CH:22]=1, predict the reactants needed to synthesize it. The reactants are: [OH:1][C:2]1[CH:9]=[C:8]([O:10][CH2:11][CH2:12][O:13][CH3:14])[CH:7]=[CH:6][C:3]=1[CH:4]=[O:5].[H-].[Na+].Cl[C:18]1[C:23]([Cl:24])=[CH:22][C:21]([C:25]([F:28])([F:27])[F:26])=[CH:20][N:19]=1.[Cl-].[NH4+]. (5) Given the product [N:31]([C:34]1[CH:35]=[C:36]([CH:57]=[CH:58][CH:59]=1)[C:37]([NH:39][C:40]1[CH:45]=[C:44]([C:46]([CH3:47])([CH3:48])[CH3:49])[CH:43]=[C:42]([NH:50][S:51]([CH3:54])(=[O:52])=[O:53])[C:41]=1[O:55][CH3:56])=[O:38])=[N+:32]=[N-:33].[N:1]([C:4]1[CH:5]=[C:6]([CH:10]=[CH:11][CH:12]=1)[C:7]([OH:9])=[O:8])=[N+:2]=[N-:3], predict the reactants needed to synthesize it. The reactants are: [N:1]([C:4]1[CH:5]=[C:6]([CH:10]=[CH:11][CH:12]=1)[C:7]([OH:9])=[O:8])=[N+:2]=[N-:3].NC1C(OC)=C(NS(C)(=O)=O)C=C(C(C)(C)C)C=1.[N:31]([C:34]1[CH:35]=[C:36]([CH:57]=[CH:58][C:59]=1C)[C:37]([NH:39][C:40]1[CH:45]=[C:44]([C:46]([CH3:49])([CH3:48])[CH3:47])[CH:43]=[C:42]([NH:50][S:51]([CH3:54])(=[O:53])=[O:52])[C:41]=1[O:55][CH3:56])=[O:38])=[N+:32]=[N-:33].NC1C=C(C=CC=1)C(O)=O.N(C1C=C(C=CC=1C)C(O)=O)=[N+]=[N-]. (6) Given the product [F:9][C:10]([F:21])([F:20])[C:11]1[CH:16]=[C:15]([CH:14]=[CH:13][CH:12]=1)/[CH:2]=[C:3]1/[CH:4]=[CH:5][C:6](=[O:8])[O:7]/1, predict the reactants needed to synthesize it. The reactants are: Br[CH:2]=[C:3]1[O:7][C:6](=[O:8])[CH:5]=[CH:4]1.[F:9][C:10]([F:21])([F:20])[C:11]1[CH:12]=[C:13](B(O)O)[CH:14]=[CH:15][CH:16]=1.[F-].[Cs+]. (7) Given the product [NH2:7][C:8]1[N:9]=[C:10]([CH3:37])[C:11]([CH2:15][NH:16][C:17]([C:19]2[N:20]=[N:21][N:22]([CH2:24][C:25]3[CH:30]=[CH:29][C:28]([C:31]4[CH:36]=[CH:35][CH:34]=[CH:33][CH:32]=4)=[CH:27][CH:26]=3)[CH:23]=2)=[O:18])=[C:12]([CH3:14])[CH:13]=1, predict the reactants needed to synthesize it. The reactants are: C(OC(=O)[NH:7][C:8]1[CH:13]=[C:12]([CH3:14])[C:11]([CH2:15][NH:16][C:17]([C:19]2[N:20]=[N:21][N:22]([CH2:24][C:25]3[CH:30]=[CH:29][C:28]([C:31]4[CH:36]=[CH:35][CH:34]=[CH:33][CH:32]=4)=[CH:27][CH:26]=3)[CH:23]=2)=[O:18])=[C:10]([CH3:37])[N:9]=1)(C)(C)C.C(O)(C(F)(F)F)=O. (8) The reactants are: [CH2:1]1[CH:8]2[N:9]([CH2:10][C:11]3[CH:16]=[CH:15][CH:14]=[CH:13][CH:12]=3)[CH:3]([CH2:4][C:5]([CH2:7]2)=O)[CH2:2]1.CC1C=CC(S([CH2:27][N+:28]#[C-])(=O)=O)=CC=1.C(O)C.[K]. Given the product [CH2:10]([N:9]1[CH:3]2[CH2:2][CH2:1][CH:8]1[CH2:7][CH:5]([C:27]#[N:28])[CH2:4]2)[C:11]1[CH:16]=[CH:15][CH:14]=[CH:13][CH:12]=1, predict the reactants needed to synthesize it. (9) Given the product [CH:14]1([C:6]([CH:3]2[CH2:5][CH2:4]2)([OH:7])[C:8]2[S:9][C:10]([S:13][C:18]3[CH:27]=[C:26]4[C:21]([C:22]([C:29]5[CH:30]=[N:31][CH:32]=[CH:33][CH:34]=5)=[CH:23][C:24](=[O:28])[O:25]4)=[CH:20][CH:19]=3)=[N:11][N:12]=2)[CH2:15][CH2:16]1, predict the reactants needed to synthesize it. The reactants are: [OH-].[K+].[CH:3]1([C:6]([CH:14]2[CH2:16][CH2:15]2)([C:8]2[S:9][C:10]([SH:13])=[N:11][N:12]=2)[OH:7])[CH2:5][CH2:4]1.Br[C:18]1[CH:27]=[C:26]2[C:21]([C:22]([C:29]3[CH:30]=[N:31][CH:32]=[CH:33][CH:34]=3)=[CH:23][C:24](=[O:28])[O:25]2)=[CH:20][CH:19]=1.